Dataset: Peptide-MHC class II binding affinity with 134,281 pairs from IEDB. Task: Regression. Given a peptide amino acid sequence and an MHC pseudo amino acid sequence, predict their binding affinity value. This is MHC class II binding data. (1) The peptide sequence is ECEWPLTHTIGTSVE. The MHC is HLA-DQA10201-DQB10301 with pseudo-sequence HLA-DQA10201-DQB10301. The binding affinity (normalized) is 0.400. (2) The peptide sequence is HPQDGDALTLRTATN. The MHC is HLA-DPA10201-DPB10501 with pseudo-sequence HLA-DPA10201-DPB10501. The binding affinity (normalized) is 0.0712.